Dataset: NCI-60 drug combinations with 297,098 pairs across 59 cell lines. Task: Regression. Given two drug SMILES strings and cell line genomic features, predict the synergy score measuring deviation from expected non-interaction effect. (1) Drug 1: CC12CCC(CC1=CCC3C2CCC4(C3CC=C4C5=CN=CC=C5)C)O. Drug 2: C1CCC(C1)C(CC#N)N2C=C(C=N2)C3=C4C=CNC4=NC=N3. Cell line: MOLT-4. Synergy scores: CSS=16.2, Synergy_ZIP=-3.09, Synergy_Bliss=4.02, Synergy_Loewe=3.22, Synergy_HSA=3.45. (2) Drug 1: CCCCC(=O)OCC(=O)C1(CC(C2=C(C1)C(=C3C(=C2O)C(=O)C4=C(C3=O)C=CC=C4OC)O)OC5CC(C(C(O5)C)O)NC(=O)C(F)(F)F)O. Drug 2: CC1C(C(CC(O1)OC2CC(CC3=C2C(=C4C(=C3O)C(=O)C5=CC=CC=C5C4=O)O)(C(=O)C)O)N)O. Cell line: MDA-MB-231. Synergy scores: CSS=39.8, Synergy_ZIP=-2.09, Synergy_Bliss=-1.09, Synergy_Loewe=-3.06, Synergy_HSA=-0.240. (3) Drug 1: CC1CCC2CC(C(=CC=CC=CC(CC(C(=O)C(C(C(=CC(C(=O)CC(OC(=O)C3CCCCN3C(=O)C(=O)C1(O2)O)C(C)CC4CCC(C(C4)OC)O)C)C)O)OC)C)C)C)OC. Drug 2: C(CCl)NC(=O)N(CCCl)N=O. Cell line: LOX IMVI. Synergy scores: CSS=43.2, Synergy_ZIP=-9.96, Synergy_Bliss=1.30, Synergy_Loewe=1.33, Synergy_HSA=3.30. (4) Drug 1: CCCCC(=O)OCC(=O)C1(CC(C2=C(C1)C(=C3C(=C2O)C(=O)C4=C(C3=O)C=CC=C4OC)O)OC5CC(C(C(O5)C)O)NC(=O)C(F)(F)F)O. Drug 2: C1=NC2=C(N1)C(=S)N=CN2. Cell line: HL-60(TB). Synergy scores: CSS=62.0, Synergy_ZIP=-3.34, Synergy_Bliss=-3.34, Synergy_Loewe=-9.93, Synergy_HSA=-4.16. (5) Drug 1: C1=CC=C(C=C1)NC(=O)CCCCCCC(=O)NO. Drug 2: CC1C(C(CC(O1)OC2CC(CC3=C2C(=C4C(=C3O)C(=O)C5=C(C4=O)C(=CC=C5)OC)O)(C(=O)CO)O)N)O.Cl. Cell line: DU-145. Synergy scores: CSS=46.1, Synergy_ZIP=-1.59, Synergy_Bliss=-0.983, Synergy_Loewe=0.813, Synergy_HSA=2.37. (6) Drug 1: CC(C1=C(C=CC(=C1Cl)F)Cl)OC2=C(N=CC(=C2)C3=CN(N=C3)C4CCNCC4)N. Drug 2: C1=NC2=C(N=C(N=C2N1C3C(C(C(O3)CO)O)F)Cl)N. Cell line: ACHN. Synergy scores: CSS=29.1, Synergy_ZIP=-0.986, Synergy_Bliss=1.39, Synergy_Loewe=-14.9, Synergy_HSA=2.24. (7) Drug 1: CS(=O)(=O)CCNCC1=CC=C(O1)C2=CC3=C(C=C2)N=CN=C3NC4=CC(=C(C=C4)OCC5=CC(=CC=C5)F)Cl. Drug 2: CCC1=C2N=C(C=C(N2N=C1)NCC3=C[N+](=CC=C3)[O-])N4CCCCC4CCO. Cell line: NCI-H460. Synergy scores: CSS=52.0, Synergy_ZIP=5.45, Synergy_Bliss=4.48, Synergy_Loewe=-18.1, Synergy_HSA=6.79. (8) Drug 1: C1CCC(C1)C(CC#N)N2C=C(C=N2)C3=C4C=CNC4=NC=N3. Drug 2: C1CC(=O)NC(=O)C1N2CC3=C(C2=O)C=CC=C3N. Cell line: HL-60(TB). Synergy scores: CSS=-8.99, Synergy_ZIP=4.93, Synergy_Bliss=-5.92, Synergy_Loewe=-16.9, Synergy_HSA=-16.3.